This data is from Forward reaction prediction with 1.9M reactions from USPTO patents (1976-2016). The task is: Predict the product of the given reaction. (1) The product is: [O:19]1[CH2:23][CH2:22][CH:21]([CH2:24][NH:25][C:15]([C:12]2[CH:11]=[C:10]([CH2:9][O:8][CH2:1][C:2]3[CH:3]=[CH:4][CH:5]=[CH:6][CH:7]=3)[O:14][N:13]=2)=[O:17])[CH2:20]1. Given the reactants [CH2:1]([O:8][CH2:9][C:10]1[O:14][N:13]=[C:12]([C:15]([OH:17])=O)[CH:11]=1)[C:2]1[CH:7]=[CH:6][CH:5]=[CH:4][CH:3]=1.Cl.[O:19]1[CH2:23][CH2:22][CH:21]([CH2:24][NH2:25])[CH2:20]1.C(N(CC)CC)C.ON1C2C=CC=CC=2N=N1.Cl.C(N=C=NCCCN(C)C)C, predict the reaction product. (2) Given the reactants [Cl-].[NH4+].[F:3][C:4]1[CH:9]=[CH:8][C:7]([S:10][C:11]2[CH:16]=[CH:15][C:14]([N+:17]([O-])=O)=[CH:13][CH:12]=2)=[CH:6][CH:5]=1.C(OCC)(=O)C, predict the reaction product. The product is: [F:3][C:4]1[CH:9]=[CH:8][C:7]([S:10][C:11]2[CH:16]=[CH:15][C:14]([NH2:17])=[CH:13][CH:12]=2)=[CH:6][CH:5]=1. (3) The product is: [Br:1][CH2:2][C:3](=[N:10][OH:11])[C:4]([F:7])([F:6])[F:5]. Given the reactants [Br:1][CH2:2][C:3](=O)[C:4]([F:7])([F:6])[F:5].Cl.[NH2:10][OH:11], predict the reaction product. (4) Given the reactants Cl[CH2:2][C:3]1[CH:8]=[CH:7][N:6]2[N:9]=[CH:10][N:11]=[C:5]2[CH:4]=1.[N-:12]=[N+:13]=[N-:14].[Na+], predict the reaction product. The product is: [N:12]([CH2:2][C:3]1[CH:8]=[CH:7][N:6]2[N:9]=[CH:10][N:11]=[C:5]2[CH:4]=1)=[N+:13]=[N-:14]. (5) Given the reactants Br.Br[CH2:3][C:4]([C:6]1[CH:11]=[CH:10][N:9]=[CH:8][CH:7]=1)=O.[N+:12]([C:15]1[CH:20]=[CH:19][CH:18]=[CH:17][C:16]=1[NH:21][C:22]([NH2:24])=[S:23])([O-:14])=[O:13].N, predict the reaction product. The product is: [N+:12]([C:15]1[CH:20]=[CH:19][CH:18]=[CH:17][C:16]=1[NH:21][C:22]1[S:23][CH:3]=[C:4]([C:6]2[CH:11]=[CH:10][N:9]=[CH:8][CH:7]=2)[N:24]=1)([O-:14])=[O:13].